From a dataset of Drug-target binding data from BindingDB using IC50 measurements. Regression. Given a target protein amino acid sequence and a drug SMILES string, predict the binding affinity score between them. We predict pIC50 (pIC50 = -log10(IC50 in M); higher means more potent). Dataset: bindingdb_ic50. (1) The small molecule is Cc1ccc2c(c1)CN(C(=O)[C@@H]1CN[C@H](C(=O)N3CCCC3)C1)C2. The target protein (Q12884) has sequence MKTWVKIVFGVATSAVLALLVMCIVLRPSRVHNSEENTMRALTLKDILNGTFSYKTFFPNWISGQEYLHQSADNNIVLYNIETGQSYTILSNRTMKSVNASNYGLSPDRQFVYLESDYSKLWRYSYTATYYIYDLSNGEFVRGNELPRPIQYLCWSPVGSKLAYVYQNNIYLKQRPGDPPFQITFNGRENKIFNGIPDWVYEEEMLATKYALWWSPNGKFLAYAEFNDTDIPVIAYSYYGDEQYPRTINIPYPKAGAKNPVVRIFIIDTTYPAYVGPQEVPVPAMIASSDYYFSWLTWVTDERVCLQWLKRVQNVSVLSICDFREDWQTWDCPKTQEHIEESRTGWAGGFFVSTPVFSYDAISYYKIFSDKDGYKHIHYIKDTVENAIQITSGKWEAINIFRVTQDSLFYSSNEFEEYPGRRNIYRISIGSYPPSKKCVTCHLRKERCQYYTASFSDYAKYYALVCYGPGIPISTLHDGRTDQEIKILEENKELENALKN.... The pIC50 is 5.1. (2) The compound is O=CCC1CCCCC1. The target protein sequence is MDVKNRTAVTEFIFLGFPGSSSLQLPLFMIFLIVYLLSLMGNTLIIFLILMDSTLQTPMYIFLGNLSFLEIWYTTATVPKLLATCVTKVVTIPVAGCITQYYFFFSLGATECILLAVMAYDRHVAVCRPLHYSLLMSVHICLRFAAASWIGGFIAPLLPTILVSQLNFCGPQKINHFFCDSDPIFKLSCSDTFLVEALGYTCTSVVILSSFLLTMSSYGNIVVTIIRLSSREARKKTFSTCASHLTVVTMYYGTIIFAYVRPPAKYNFTIGKVVSVFYCVITPLVNPLTYTLRNKDVMKAFQKFLSQKRFLSGKTMHAV. The pIC50 is 4.4.